From a dataset of Choline transporter screen with 302,306 compounds. Binary Classification. Given a drug SMILES string, predict its activity (active/inactive) in a high-throughput screening assay against a specified biological target. (1) The compound is O=C(Nc1ccccc1)c1[nH]c2c(c1)cccc2. The result is 0 (inactive). (2) The drug is ClC12CC3(CC(C2)CC(C3)C1)C(=O)N(c1ncccc1)c1ncccc1. The result is 0 (inactive).